From a dataset of Catalyst prediction with 721,799 reactions and 888 catalyst types from USPTO. Predict which catalyst facilitates the given reaction. (1) Reactant: [Cl:1][C:2]1[CH:7]=[C:6]([Cl:8])[CH:5]=[C:4]([Cl:9])[C:3]=1[N:10]1[C:14]2=[N:15][C:16]([CH2:20][C:21]3[CH:26]=[CH:25][C:24](OC)=[C:23]([O:29]C)[CH:22]=3)=[N:17][C:18](=[O:19])[C:13]2=[C:12]([C:31]([F:34])([F:33])[F:32])[NH:11]1.B(Br)(Br)Br. Product: [Cl:9][C:4]1[CH:5]=[C:6]([Cl:8])[CH:7]=[C:2]([Cl:1])[C:3]=1[N:10]1[C:14]2=[N:15][C:16]([CH2:20][C:21]3[CH:26]=[CH:25][CH:24]=[C:23]([OH:29])[CH:22]=3)=[N:17][C:18](=[O:19])[C:13]2=[C:12]([C:31]([F:33])([F:32])[F:34])[NH:11]1. The catalyst class is: 2. (2) Product: [CH3:5][O:6][C:11]1[N:16]=[C:15]([C:17]2[CH:22]=[CH:21][N:20]=[CH:19][CH:18]=2)[N:14]=[C:13]([NH:23][S:24](=[O:36])(=[O:35])[NH:25][C:26]2[CH:31]=[CH:30][C:29]([CH:32]([CH3:34])[CH3:33])=[CH:28][CH:27]=2)[C:12]=1[O:37][C:38]1[CH:43]=[CH:42][CH:41]=[CH:40][C:39]=1[O:44][CH3:45]. Reactant: CO.C1C[O:6][CH2:5]C1.[H-].[Na+].Cl[C:11]1[N:16]=[C:15]([C:17]2[CH:22]=[CH:21][N:20]=[CH:19][CH:18]=2)[N:14]=[C:13]([NH:23][S:24](=[O:36])(=[O:35])[NH:25][C:26]2[CH:31]=[CH:30][C:29]([CH:32]([CH3:34])[CH3:33])=[CH:28][CH:27]=2)[C:12]=1[O:37][C:38]1[CH:43]=[CH:42][CH:41]=[CH:40][C:39]=1[O:44][CH3:45]. The catalyst class is: 3. (3) Reactant: Cl[C:2]1[N:7]=[C:6]([N:8]([CH3:10])[CH3:9])[C:5]([CH3:11])=[CH:4][N:3]=1.FC(F)(F)C(O)=O.[NH2:19][C@@H:20]1[CH2:25][CH2:24][C@H:23]([CH2:26][NH:27][C:28](=[O:43])[C:29]2[CH:34]=[C:33]([C:35]([F:38])([F:37])[F:36])[CH:32]=[C:31]([C:39]([F:42])([F:41])[F:40])[CH:30]=2)[CH2:22][CH2:21]1.CCN(C(C)C)C(C)C.C(O)(C)(C)C. Product: [CH3:9][N:8]([CH3:10])[C:6]1[C:5]([CH3:11])=[CH:4][N:3]=[C:2]([NH:19][C@@H:20]2[CH2:21][CH2:22][C@H:23]([CH2:26][NH:27][C:28](=[O:43])[C:29]3[CH:34]=[C:33]([C:35]([F:37])([F:38])[F:36])[CH:32]=[C:31]([C:39]([F:40])([F:41])[F:42])[CH:30]=3)[CH2:24][CH2:25]2)[N:7]=1. The catalyst class is: 2. (4) Reactant: [Cl:1][C:2]1[CH:11]=[CH:10][C:9]2[N:8]=[CH:7][CH:6]=[CH:5][C:4]=2[C:3]=1[C:12]([NH:14][CH2:15][CH2:16][C:17]1[CH:22]=[CH:21][CH:20]=[CH:19][C:18]=1[Cl:23])=[O:13].C(OO)(=[O:26])C.S([O-])([O-])=O.[Na+].[Na+]. Product: [Cl:1][C:2]1[CH:11]=[CH:10][C:9]2[N+:8]([O-:26])=[CH:7][CH:6]=[CH:5][C:4]=2[C:3]=1[C:12]([NH:14][CH2:15][CH2:16][C:17]1[CH:22]=[CH:21][CH:20]=[CH:19][C:18]=1[Cl:23])=[O:13]. The catalyst class is: 15. (5) Reactant: [O:1]1[CH2:5][CH2:4][CH2:3][C@@H:2]1[C:6]([OH:8])=O.CCN=C=NCCCN(C)C.C1C=CC2N(O)[N:27]=[N:26]C=2C=1.NN. Product: [O:1]1[CH2:5][CH2:4][CH2:3][C@@H:2]1[C:6]([NH:26][NH2:27])=[O:8]. The catalyst class is: 4. (6) Reactant: [F:1][C:2]1[C:3]([O:29][CH3:30])=[CH:4][C:5]2[CH2:11][CH2:10][CH2:9][C:8]([C:12]3[CH:17]=[CH:16][C:15]([F:18])=[C:14]([O:19][CH3:20])[CH:13]=3)=[C:7]([C:21]#[C:22][CH2:23][CH2:24][CH2:25][CH2:26][OH:27])[C:6]=2[CH:28]=1.[OH-].[K+]. Product: [F:1][C:2]1[C:3]([O:29][CH3:30])=[CH:4][C:5]2[CH2:11][CH2:10][CH2:9][C:8]([C:12]3[CH:17]=[CH:16][C:15]([F:18])=[C:14]([O:19][CH3:20])[CH:13]=3)=[C:7]([CH2:21][CH2:22][CH2:23][CH2:24][CH2:25][CH2:26][OH:27])[C:6]=2[CH:28]=1. The catalyst class is: 45. (7) Reactant: [C:1]([O:5][C:6]([N:8]([CH2:15][CH2:16][CH2:17][N:18]1[C:22]([C:23]2[CH:28]=[CH:27][C:26]([F:29])=[CH:25][CH:24]=2)=[CH:21][S:20][C:19]1=[N:30][C:31]1[CH:36]=[CH:35][C:34]([Cl:37])=[CH:33][C:32]=1[O:38][CH3:39])[CH2:9][C:10](OCC)=[O:11])=[O:7])([CH3:4])([CH3:3])[CH3:2].[BH4-].[Li+].O. Product: [Cl:37][C:34]1[CH:35]=[CH:36][C:31]([N:30]=[C:19]2[N:18]([CH2:17][CH2:16][CH2:15][N:8]([CH2:9][CH2:10][OH:11])[C:6](=[O:7])[O:5][C:1]([CH3:4])([CH3:3])[CH3:2])[C:22]([C:23]3[CH:24]=[CH:25][C:26]([F:29])=[CH:27][CH:28]=3)=[CH:21][S:20]2)=[C:32]([O:38][CH3:39])[CH:33]=1. The catalyst class is: 7. (8) Reactant: C1([NH2+]C2CCCCC2)CCCCC1.[C:14]([O:18][C:19]([NH:21][C@@H:22]([CH2:26][CH2:27][CH2:28][CH2:29][CH2:30][CH:31]=[CH2:32])[C:23]([O-:25])=O)=[O:20])([CH3:17])([CH3:16])[CH3:15].CN1CCOCC1.C(Cl)(=O)C(C)(C)C.[CH2:47]([O:49][C:50]([C@@:52]1([NH:57][C:58]([C@H:60]2[NH:64][CH2:63][C@H:62]([O:65][C:66]([N:68]3[CH2:76][C:75]4[C:70](=[CH:71][CH:72]=[CH:73][C:74]=4[F:77])[CH2:69]3)=[O:67])[CH2:61]2)=[O:59])[CH2:54][C@H:53]1[CH:55]=[CH2:56])=[O:51])[CH3:48].Cl. Product: [C:14]([O:18][C:19]([NH:21][C@@H:22]([CH2:26][CH2:27][CH2:28][CH2:29][CH2:30][CH:31]=[CH2:32])[C:23]([N:64]1[C@H:60]([C:58](=[O:59])[NH:57][C@:52]2([C:50]([O:49][CH2:47][CH3:48])=[O:51])[CH2:54][C@H:53]2[CH:55]=[CH2:56])[CH2:61][C@@H:62]([O:65][C:66]([N:68]2[CH2:76][C:75]3[C:70](=[CH:71][CH:72]=[CH:73][C:74]=3[F:77])[CH2:69]2)=[O:67])[CH2:63]1)=[O:25])=[O:20])([CH3:15])([CH3:16])[CH3:17]. The catalyst class is: 20. (9) Reactant: [CH2:1]([OH:6])[CH2:2][CH2:3][CH2:4][OH:5].N1C=CN=C1.[C:12]([Si:16](Cl)([C:23]1[CH:28]=[CH:27][CH:26]=[CH:25][CH:24]=1)[C:17]1[CH:22]=[CH:21][CH:20]=[CH:19][CH:18]=1)([CH3:15])([CH3:14])[CH3:13]. Product: [C:12]([Si:16]([C:23]1[CH:28]=[CH:27][CH:26]=[CH:25][CH:24]=1)([C:17]1[CH:18]=[CH:19][CH:20]=[CH:21][CH:22]=1)[O:5][CH2:4][CH2:3][CH2:2][CH2:1][OH:6])([CH3:15])([CH3:13])[CH3:14]. The catalyst class is: 1. (10) Product: [CH3:1][C@H:2]1[CH2:33][C:32]([CH3:34])=[CH:31][C@@H:30]([CH2:35][CH:36]=[CH2:37])[C:28](=[O:29])[CH2:27][C@H:26]([OH:38])[C@@H:25]([CH3:39])[C@@H:24](/[C:40](/[CH3:51])=[CH:41]/[C@H:42]2[CH2:47][C@@H:46]([O:48][CH3:49])[C@H:45]([OH:50])[CH2:44][CH2:43]2)[O:23][C:21](=[O:22])[C@H:20]2[N:15]([CH2:16][CH2:17][CH2:18][CH2:19]2)[C:13](=[O:14])[C:11](=[O:12])[C@:9]2([OH:52])[O:10][C@@H:5]([C@@H:6]([O:54][CH3:55])[CH2:7][C@H:8]2[CH3:53])[C@@H:4]([O:56][CH3:57])[CH2:3]1.[CH2:67]([OH:68])[C@H:65]([C@H:63]([C@@H:61]([C@@H:59]([CH2:58][OH:69])[OH:60])[OH:62])[OH:64])[OH:66]. The catalyst class is: 6. Reactant: [CH3:1][C@H:2]1[CH2:33][C:32]([CH3:34])=[CH:31][C@@H:30]([CH2:35][CH:36]=[CH2:37])[C:28](=[O:29])[CH2:27][C@H:26]([OH:38])[C@@H:25]([CH3:39])[C@@H:24](/[C:40](/[CH3:51])=[CH:41]/[C@H:42]2[CH2:47][C@@H:46]([O:48][CH3:49])[C@H:45]([OH:50])[CH2:44][CH2:43]2)[O:23][C:21](=[O:22])[C@H:20]2[N:15]([CH2:16][CH2:17][CH2:18][CH2:19]2)[C:13](=[O:14])[C:11](=[O:12])[C@:9]2([OH:52])[O:10][C@@H:5]([C@@H:6]([O:54][CH3:55])[CH2:7][C@H:8]2[CH3:53])[C@@H:4]([O:56][CH3:57])[CH2:3]1.[CH2:58]([OH:69])[C@H:59]([C@H:61]([C@@H:63]([C@@H:65]([CH2:67][OH:68])[OH:66])[OH:64])[OH:62])[OH:60].C(#N)C.